From a dataset of Full USPTO retrosynthesis dataset with 1.9M reactions from patents (1976-2016). Predict the reactants needed to synthesize the given product. (1) Given the product [C:1]([C:5]1[O:9][N:8]=[C:7]([NH:10][C:11]([NH:13][C:14]2[CH:19]=[CH:18][CH:17]=[C:16]([O:20][C:22]3[C:31]4[C:26](=[CH:27][CH:28]=[C:29]([O:32][CH2:33][CH2:34][O:35][CH3:36])[CH:30]=4)[N:25]=[CH:24][N:23]=3)[CH:15]=2)=[O:12])[CH:6]=1)([CH3:4])([CH3:2])[CH3:3], predict the reactants needed to synthesize it. The reactants are: [C:1]([C:5]1[O:9][N:8]=[C:7]([NH:10][C:11]([NH:13][C:14]2[CH:19]=[CH:18][CH:17]=[C:16]([OH:20])[CH:15]=2)=[O:12])[CH:6]=1)([CH3:4])([CH3:3])[CH3:2].Cl[C:22]1[C:31]2[C:26](=[CH:27][CH:28]=[C:29]([O:32][CH2:33][CH2:34][O:35][CH3:36])[CH:30]=2)[N:25]=[CH:24][N:23]=1. (2) Given the product [F:14][C:12]([F:15])([F:13])[O:11][C:7]1[C:5]2[N:6]=[C:2]([NH:1][C:22]([C:20]3[S:21][C:17]([CH3:16])=[CH:18][CH:19]=3)=[O:23])[S:3][C:4]=2[CH:10]=[CH:9][CH:8]=1, predict the reactants needed to synthesize it. The reactants are: [NH2:1][C:2]1[S:3][C:4]2[CH:10]=[CH:9][CH:8]=[C:7]([O:11][C:12]([F:15])([F:14])[F:13])[C:5]=2[N:6]=1.[CH3:16][C:17]1[S:21][C:20]([C:22](Cl)=[O:23])=[CH:19][CH:18]=1. (3) Given the product [Cl:26][C:27]1[CH:32]=[C:31]([Cl:33])[CH:30]=[CH:29][C:28]=1[S:34]([NH:1][C:2]1[CH:7]=[CH:6][C:5]([S:25][C:22]2[CH:21]=[CH:20][C:19]([S:16]([N:10]3[CH2:11][CH2:12][O:13][CH2:14][CH2:15]3)(=[O:18])=[O:17])=[CH:24][CH:23]=2)=[C:4]([CH3:9])[N:3]=1)(=[O:36])=[O:35], predict the reactants needed to synthesize it. The reactants are: [NH2:1][C:2]1[CH:7]=[CH:6][C:5](Br)=[C:4]([CH3:9])[N:3]=1.[N:10]1([S:16]([C:19]2[CH:24]=[CH:23][C:22]([SH:25])=[CH:21][CH:20]=2)(=[O:18])=[O:17])[CH2:15][CH2:14][O:13][CH2:12][CH2:11]1.[Cl:26][C:27]1[CH:32]=[C:31]([Cl:33])[CH:30]=[CH:29][C:28]=1[S:34](Cl)(=[O:36])=[O:35]. (4) The reactants are: [C:1]([NH:8][C@@H:9]([C:11]([OH:13])=O)[CH3:10])([O:3][C:4]([CH3:7])([CH3:6])[CH3:5])=[O:2].C1C=CC2N(O)N=NC=2C=1.CCN=C=NCCCN(C)C.Cl.[NH2:36][CH:37]([C:52]1[CH:57]=[CH:56][CH:55]=[CH:54][CH:53]=1)[CH2:38][NH:39][C:40]([CH:42]1[CH2:47][CH:46]([CH3:48])[CH2:45][CH2:44][CH:43]1[CH:49]([CH3:51])[CH3:50])=[O:41]. Given the product [C:4]([O:3][C:1](=[O:2])[NH:8][CH:9]([C:11](=[O:13])[NH:36][CH:37]([C:52]1[CH:53]=[CH:54][CH:55]=[CH:56][CH:57]=1)[CH2:38][NH:39][C:40]([CH:42]1[CH2:47][CH:46]([CH3:48])[CH2:45][CH2:44][CH:43]1[CH:49]([CH3:51])[CH3:50])=[O:41])[CH3:10])([CH3:5])([CH3:6])[CH3:7], predict the reactants needed to synthesize it. (5) The reactants are: [Cl:1][C:2]1[CH:3]=[C:4]([Cl:14])[C:5]2[O:9][C:8]([C:10]([OH:12])=O)=[CH:7][C:6]=2[CH:13]=1.CN(C(ON1N=[N:30][C:25]2[CH:26]=[CH:27][CH:28]=[N:29][C:24]1=2)=[N+](C)C)C.F[P-](F)(F)(F)(F)F.[CH:39](N(CC)C(C)C)(C)[CH3:40]. Given the product [ClH:1].[N:29]12[CH2:28][CH2:27][CH:26]([CH2:39][CH2:40]1)[C@@H:25]([NH:30][C:10]([C:8]1[O:9][C:5]3[C:4]([Cl:14])=[CH:3][C:2]([Cl:1])=[CH:13][C:6]=3[CH:7]=1)=[O:12])[CH2:24]2, predict the reactants needed to synthesize it. (6) Given the product [Cl:1][C:2]1[CH:10]=[CH:9][C:8]([C:11]2[N:12]([C:22]([O:24][C:25]([CH3:27])([CH3:26])[CH3:28])=[O:23])[C:13]3[C:18]([CH:19]=2)=[CH:17][C:16]([CH2:20][NH:31][CH2:32][C:33]([NH2:35])=[O:34])=[CH:15][CH:14]=3)=[C:7]2[C:3]=1[CH2:4][NH:5][C:6]2=[O:29], predict the reactants needed to synthesize it. The reactants are: [Cl:1][C:2]1[CH:10]=[CH:9][C:8]([C:11]2[N:12]([C:22]([O:24][C:25]([CH3:28])([CH3:27])[CH3:26])=[O:23])[C:13]3[C:18]([CH:19]=2)=[CH:17][C:16]([CH:20]=O)=[CH:15][CH:14]=3)=[C:7]2[C:3]=1[CH2:4][NH:5][C:6]2=[O:29].Cl.[NH2:31][CH2:32][C:33]([NH2:35])=[O:34].C(N(CC)CC)C.C(O)(=O)C.C(O[BH-](OC(=O)C)OC(=O)C)(=O)C.[Na+].Cl.